Dataset: Reaction yield outcomes from USPTO patents with 853,638 reactions. Task: Predict the reaction yield, written as a fraction of the theoretical maximum amount of product (1.0 means a 100% yield; for example, 0.34 means a 34% yield). (1) The reactants are [Cl:1][C:2]1[CH:7]=[C:6]([C:8]2[N:13]=[N:12][C:11](SC)=[N:10][CH:9]=2)[CH:5]=[C:4]([Cl:16])[C:3]=1[OH:17].[Cl:18][C:19]1[C:26]([Cl:27])=[CH:25][CH:24]=[CH:23][C:20]=1[CH2:21][NH2:22]. The catalyst is CS(C)=O. The product is [Cl:1][C:2]1[CH:7]=[C:6]([C:8]2[N:13]=[N:12][C:11]([NH:22][CH2:21][C:20]3[CH:23]=[CH:24][CH:25]=[C:26]([Cl:27])[C:19]=3[Cl:18])=[N:10][CH:9]=2)[CH:5]=[C:4]([Cl:16])[C:3]=1[OH:17]. The yield is 0.160. (2) The yield is 0.850. The catalyst is CN(C=O)C. The product is [C:1]([N:4]1[C:12]2[C:7](=[CH:8][C:9]([O:14][CH3:15])=[C:10]([Br:13])[CH:11]=2)[CH2:6][CH2:5]1)(=[O:3])[CH3:2]. The reactants are [C:1]([N:4]1[C:12]2[C:7](=[CH:8][C:9]([OH:14])=[C:10]([Br:13])[CH:11]=2)[CH2:6][CH2:5]1)(=[O:3])[CH3:2].[C:15]([O-])([O-])=O.[K+].[K+].IC. (3) The reactants are C[O:2][C:3](=[O:26])[C@@H:4]([N:9]1[CH2:13][C:12]([O:14][C:15]2[C:20]([F:21])=[CH:19][CH:18]=[C:17]([O:22][CH3:23])[C:16]=2[F:24])=[CH:11][C:10]1=[O:25])[CH2:5][CH:6]([CH3:8])[CH3:7].O.[OH-].[Li+]. The catalyst is O1CCCC1. The product is [F:24][C:16]1[C:17]([O:22][CH3:23])=[CH:18][CH:19]=[C:20]([F:21])[C:15]=1[O:14][C:12]1[CH2:13][N:9]([C@@H:4]([CH2:5][CH:6]([CH3:8])[CH3:7])[C:3]([OH:26])=[O:2])[C:10](=[O:25])[CH:11]=1. The yield is 0.870. (4) The reactants are [F:1][C:2]([F:25])([F:24])[O:3][C:4]1[CH:5]=[C:6]([C:10]2[CH:19]=[CH:18][C:17]3[C:12](=[C:13]([C:20]([O:22]C)=[O:21])[CH:14]=[CH:15][CH:16]=3)[N:11]=2)[CH:7]=[CH:8][CH:9]=1.[OH-].[Li+]. The catalyst is C1COCC1.O. The product is [F:25][C:2]([F:1])([F:24])[O:3][C:4]1[CH:5]=[C:6]([C:10]2[CH:19]=[CH:18][C:17]3[C:12](=[C:13]([C:20]([OH:22])=[O:21])[CH:14]=[CH:15][CH:16]=3)[N:11]=2)[CH:7]=[CH:8][CH:9]=1. The yield is 0.920. (5) The reactants are [CH3:1][O:2][C:3]1[CH:8]=[C:7]([O:9][CH3:10])[C:6]([N+:11]([O-])=O)=[CH:5][C:4]=1[C:14](=[O:16])[CH3:15]. The catalyst is CCO.C1COCC1. The product is [NH2:11][C:6]1[C:7]([O:9][CH3:10])=[CH:8][C:3]([O:2][CH3:1])=[C:4]([C:14](=[O:16])[CH3:15])[CH:5]=1. The yield is 1.00. (6) The reactants are [H-].[Na+].[NH:3]1[CH:7]=[CH:6][CH:5]=[N:4]1.C(OC(=O)[N:14]([C:22]1[CH:27]=[CH:26][C:25]([Cl:28])=[CH:24][CH:23]=1)[C:15]1[CH:20]=[N:19][CH:18]=[C:17](Cl)[N:16]=1)(C)(C)C.C(OCC)(=O)C.CCCCCCC. The catalyst is CN(C)C=O. The product is [Cl:28][C:25]1[CH:24]=[CH:23][C:22]([NH:14][C:15]2[CH:20]=[N:19][CH:18]=[C:17]([N:3]3[CH:7]=[CH:6][CH:5]=[N:4]3)[N:16]=2)=[CH:27][CH:26]=1. The yield is 0.270. (7) The reactants are Cl[CH2:2][C:3]1[CH:8]=[CH:7][CH:6]=[C:5]([CH2:9][Cl:10])[N:4]=1.[C:11]1(=[O:21])[NH:15][C:14](=[O:16])[C:13]2=[CH:17][CH:18]=[CH:19][CH:20]=[C:12]12.[K]. The catalyst is CN(C=O)C. The product is [Cl:10][CH2:9][C:5]1[N:4]=[C:3]([CH2:2][N:15]2[C:11](=[O:21])[C:12]3[C:13](=[CH:17][CH:18]=[CH:19][CH:20]=3)[C:14]2=[O:16])[CH:8]=[CH:7][CH:6]=1. The yield is 0.680.